Dataset: Forward reaction prediction with 1.9M reactions from USPTO patents (1976-2016). Task: Predict the product of the given reaction. (1) Given the reactants C([O:3][C:4](=[O:15])[CH2:5][C:6]1[N:7]=[C:8]2[N:12]([CH:13]=1)[CH:11]=[C:10]([CH3:14])[S:9]2)C.C(O)C.C(OCC)C.[ClH:24], predict the reaction product. The product is: [ClH:24].[CH3:14][C:10]1[S:9][C:8]2=[N:7][C:6]([CH2:5][C:4]([OH:15])=[O:3])=[CH:13][N:12]2[CH:11]=1. (2) Given the reactants COC(=O)[C:4]1[CH:9]=[CH:8][CH:7]=[C:6]([S:10][CH:11]([C:13]2[CH:18]=[CH:17][C:16]([O:19][CH2:20][C:21]3[N:22]([C:29]4[C:34]([Cl:35])=[CH:33][CH:32]=[CH:31][C:30]=4[Cl:36])[N:23]=[CH:24][C:25]=3[CH:26]([CH3:28])[CH3:27])=[CH:15][C:14]=2[CH3:37])[CH3:12])[CH:5]=1.[OH-:39].[Li+].[O:41]1[CH2:46]COCC1, predict the reaction product. The product is: [Cl:35][C:34]1[CH:33]=[CH:32][CH:31]=[C:30]([Cl:36])[C:29]=1[N:22]1[C:21]([CH2:20][O:19][C:16]2[CH:17]=[CH:18][C:13]([CH:11]([S:10][C:6]3[CH:5]=[CH:4][C:9]([C:46]([OH:41])=[O:39])=[CH:8][CH:7]=3)[CH3:12])=[C:14]([CH3:37])[CH:15]=2)=[C:25]([CH:26]([CH3:28])[CH3:27])[CH:24]=[N:23]1. (3) Given the reactants Br[C:2]1[CH:3]=[CH:4][C:5]2[N:9]=[C:8]([C:10]3[N:11]([CH2:23][CH3:24])[CH:12]=[C:13]([C:15]4[CH:20]=[CH:19][C:18]([Cl:21])=[CH:17][C:16]=4[Cl:22])[N:14]=3)[N:7](COCC[Si](C)(C)C)[C:6]=2[CH:33]=1.C[O:35][C:36](=[O:47])[CH2:37][O:38][C:39]1[CH:44]=[CH:43][CH:42]=[C:41]([C:45]#[CH:46])[CH:40]=1, predict the reaction product. The product is: [Cl:22][C:16]1[CH:17]=[C:18]([Cl:21])[CH:19]=[CH:20][C:15]=1[C:13]1[N:14]=[C:10]([C:8]2[NH:7][C:6]3[CH:33]=[C:2]([C:46]#[C:45][C:41]4[CH:40]=[C:39]([CH:44]=[CH:43][CH:42]=4)[O:38][CH2:37][C:36]([OH:47])=[O:35])[CH:3]=[CH:4][C:5]=3[N:9]=2)[N:11]([CH2:23][CH3:24])[CH:12]=1. (4) Given the reactants [CH:1]1[C:6]([C@@H:7]([NH2:11])[C:8]([OH:10])=[O:9])=[CH:5][CH:4]=[C:3]([OH:12])[CH:2]=1.S(Cl)([Cl:15])=O.[CH3:17]O, predict the reaction product. The product is: [CH3:17][O:9][C:8]([C@H:7]([NH2:11])[C:6]1[CH:5]=[CH:4][C:3]([OH:12])=[CH:2][CH:1]=1)=[O:10].[ClH:15].